From a dataset of Full USPTO retrosynthesis dataset with 1.9M reactions from patents (1976-2016). Predict the reactants needed to synthesize the given product. (1) Given the product [CH2:48]([OH:49])[C@H:46]1[O:47][C@H:42]([O:41][C@:21]2([CH2:20][OH:19])[O:25][C@H:24]([CH2:26][OH:27])[C@@H:23]([OH:28])[C@@H:22]2[OH:29])[C@H:43]([OH:52])[C@@H:44]([OH:51])[C@@H:45]1[OH:50], predict the reactants needed to synthesize it. The reactants are: C[C@]12[C@@H]3CC[C@@]4([O:19][C@@H:20]5[O:25][C@H:24]([CH2:26][OH:27])[C@@H:23]([OH:28])[C@H:22]([O:29][C@@H]6O[C@H](CO)[C@@H](O)[C@H](O)[C@H]6O)[C@H:21]5[O:41][C@@H:42]5[O:47][C@H:46]([CH2:48][OH:49])[C@@H:45]([OH:50])[C@H:44]([OH:51])[C@H:43]5[OH:52])C(C[C@@]3(C4)CC[C@@H]1[C@@](C([O:19][C@@H:20]1[O:25][C@H:24]([CH2:26][OH:27])[C@@H:23]([OH:28])[C@H:22]([O:29][C@@H]3O[C@H](CO)[C@@H](O)[C@H](O)[C@H]3O)[C@H:21]1[O:41][C@@H:42]1[O:47][C@H:46]([CH2:48][OH:49])[C@@H:45]([OH:50])[C@H:44]([OH:51])[C@H:43]1[OH:52])=O)(C)CCC2)=C.OCC([C@@H]([C@@H]([C@@H](CO)O)O)O)=O.C(O)[C@@H]([C@@H](CO)O)O. (2) Given the product [Cl:3][C:4]1[CH:5]=[CH:6][C:7]([CH2:8][NH:9][C:10]([C:12]2[C:21](=[O:22])[C:20]3[C:15](=[CH:16][CH:17]=[C:18]([I:23])[CH:19]=3)[N:14]([CH3:26])[N:13]=2)=[O:11])=[CH:24][CH:25]=1, predict the reactants needed to synthesize it. The reactants are: IC.[Cl:3][C:4]1[CH:25]=[CH:24][C:7]([CH2:8][NH:9][C:10]([C:12]2[N:13]=[N:14][C:15]3[C:20]([C:21]=2[OH:22])=[CH:19][C:18]([I:23])=[CH:17][CH:16]=3)=[O:11])=[CH:6][CH:5]=1.[C:26]([O-])([O-])=O.[K+].[K+].O. (3) The reactants are: [CH:1]1([N:7]2[C:11]([CH:12]3[CH2:17][CH2:16][CH2:15][CH2:14][CH2:13]3)=[CH:10][N:9]=[CH:8]2)[CH2:6][CH2:5][CH2:4][CH2:3][CH2:2]1.[Cl:18][CH2:19][C:20]([C:22]1[CH:27]=[CH:26][CH:25]=[CH:24][CH:23]=1)=[O:21].C(#N)C. Given the product [Cl-:18].[CH:1]1([N+:7]2[C:11]([CH:12]3[CH2:13][CH2:14][CH2:15][CH2:16][CH2:17]3)=[CH:10][N:9]([CH2:19][C:20]([C:22]3[CH:27]=[CH:26][CH:25]=[CH:24][CH:23]=3)=[O:21])[CH:8]=2)[CH2:6][CH2:5][CH2:4][CH2:3][CH2:2]1, predict the reactants needed to synthesize it. (4) Given the product [F:13][C:14]1[CH:22]=[CH:21][CH:20]=[C:19]([F:23])[C:15]=1[C:16]([NH:1][C:2]1[CH:3]=[CH:4][C:5]([F:12])=[C:6]([CH:11]=1)[C:7]([O:9][CH3:10])=[O:8])=[O:17], predict the reactants needed to synthesize it. The reactants are: [NH2:1][C:2]1[CH:3]=[CH:4][C:5]([F:12])=[C:6]([CH:11]=1)[C:7]([O:9][CH3:10])=[O:8].[F:13][C:14]1[CH:22]=[CH:21][CH:20]=[C:19]([F:23])[C:15]=1[C:16](Cl)=[O:17].